From a dataset of Reaction yield outcomes from USPTO patents with 853,638 reactions. Predict the reaction yield, written as a fraction of the theoretical maximum amount of product (1.0 means a 100% yield; for example, 0.34 means a 34% yield). (1) The product is [NH2:42][C:37]1[C:36]([C:31]2[CH:32]=[CH:33][CH:34]=[CH:35][N:30]=2)=[C:40]2[NH:41][C:11]([C:8]3[CH:9]=[CH:10][C:5]4[O:4][CH:3]=[C:2]([CH3:1])[C:6]=4[CH:7]=3)=[CH:12][C:13](=[O:15])[N:39]2[N:38]=1. The reactants are [CH3:1][C:2]1[C:6]2[CH:7]=[C:8]([C:11](=O)[CH2:12][C:13]([O:15]CC)=O)[CH:9]=[CH:10][C:5]=2[O:4][CH:3]=1.CC1C=CC(S(O)(=O)=O)=CC=1.[N:30]1[CH:35]=[CH:34][CH:33]=[CH:32][C:31]=1[C:36]1[C:37]([NH2:42])=[N:38][NH:39][C:40]=1[NH2:41]. The catalyst is CCCCO. The yield is 0.130. (2) The reactants are [ClH:1].NC(=O)[C@@H](N[C:12](=[O:32])[CH2:13][C:14]([NH:16][C:17]1[CH:22]=[CH:21][C:20]([O:23][C:24]2[CH:29]=[CH:28][N:27]=[C:26]([NH2:30])[CH:25]=2)=[C:19]([F:31])[CH:18]=1)=[O:15])C1C=CC=CC=1.Cl.[NH2:35][C@H:36]([C:41]1[CH:46]=[CH:45][CH:44]=[CH:43][CH:42]=1)[C:37]([O:39][CH3:40])=[O:38]. No catalyst specified. The product is [ClH:1].[NH2:30][C:26]1[CH:25]=[C:24]([O:23][C:20]2[CH:21]=[CH:22][C:17]([NH:16][C:14](=[O:15])[CH2:13][C:12]([NH:35][C@H:36]([C:41]3[CH:46]=[CH:45][CH:44]=[CH:43][CH:42]=3)[C:37]([O:39][CH3:40])=[O:38])=[O:32])=[CH:18][C:19]=2[F:31])[CH:29]=[CH:28][N:27]=1. The yield is 0.510. (3) The product is [NH2:26][C:11]1[N:12]=[C:13]([C:14]([C:17]2[CH:25]=[CH:24][C:20]3[O:21][CH2:22][O:23][C:19]=3[CH:18]=2)=[N:15][OH:16])[C:8]2[CH:7]=[C:6]([C:4]([OH:5])=[O:3])[S:27][C:9]=2[N:10]=1. The catalyst is C(O)C.[OH-].[Na+]. The yield is 0.960. The reactants are C([O:3][C:4]([C:6]1[S:27][C:9]2[N:10]=[C:11]([NH2:26])[N:12]=[C:13]([C:14]([C:17]3[CH:25]=[CH:24][C:20]4[O:21][CH2:22][O:23][C:19]=4[CH:18]=3)=[N:15][OH:16])[C:8]=2[CH:7]=1)=[O:5])C.O. (4) The product is [N:1]1([C:5]([C:7]2[CH:8]=[C:9]([Cl:34])[C:10]([O:13][C:14]3[CH:15]=[C:16]([C:26]4[NH:30][C:29]([C:31]([NH:39][CH2:38][CH2:37][Cl:36])=[O:33])=[CH:28][CH:27]=4)[CH:17]=[C:18]([O:20][C@@H:21]([CH3:25])[CH2:22][O:23][CH3:24])[CH:19]=3)=[N:11][CH:12]=2)=[O:6])[CH2:2][CH2:3][CH2:4]1. The yield is 0.230. The catalyst is ClCCl.CN(C)C1C=CN=CC=1. The reactants are [N:1]1([C:5]([C:7]2[CH:8]=[C:9]([Cl:34])[C:10]([O:13][C:14]3[CH:15]=[C:16]([C:26]4[NH:30][C:29]([C:31]([OH:33])=O)=[CH:28][CH:27]=4)[CH:17]=[C:18]([O:20][C@@H:21]([CH3:25])[CH2:22][O:23][CH3:24])[CH:19]=3)=[N:11][CH:12]=2)=[O:6])[CH2:4][CH2:3][CH2:2]1.Cl.[Cl:36][CH2:37][CH2:38][NH2:39].CCN=C=NCCCN(C)C.Cl.[Cl-].[NH4+]. (5) The reactants are Br[C:2]1[CH:3]=[CH:4][C:5]([O:18][CH3:19])=[C:6]([CH:17]=1)[C:7]([NH:9][C:10]1[CH:15]=[CH:14][C:13]([Cl:16])=[CH:12][CH:11]=1)=[O:8].[CH3:20][N:21](C)C=O. The catalyst is [C-]#N.[Zn+2].[C-]#N. The product is [C:20]([C:2]1[CH:3]=[CH:4][C:5]([O:18][CH3:19])=[C:6]([CH:17]=1)[C:7]([NH:9][C:10]1[CH:15]=[CH:14][C:13]([Cl:16])=[CH:12][CH:11]=1)=[O:8])#[N:21]. The yield is 0.640. (6) The product is [CH3:12][N:13]([CH3:21])[C:14]1[N:15]=[N:16][C:17]([N:20]2[CH:8]([C:7]3[CH:10]=[CH:11][C:4]([CH:1]([CH3:3])[CH3:2])=[CH:5][CH:6]=3)[C:27]([C:28](=[O:36])[C:29]3[CH:34]=[CH:33][C:32]([CH3:35])=[CH:31][CH:30]=3)=[C:26]([OH:37])[C:25]2=[O:24])=[CH:18][CH:19]=1. The yield is 0.0900. The reactants are [CH:1]([C:4]1[CH:11]=[CH:10][C:7]([CH:8]=O)=[CH:6][CH:5]=1)([CH3:3])[CH3:2].[CH3:12][N:13]([CH3:21])[C:14]1[N:15]=[N:16][C:17]([NH2:20])=[CH:18][CH:19]=1.C([O:24][C:25](=O)[C:26]([OH:37])=[CH:27][C:28](=[O:36])[C:29]1[CH:34]=[CH:33][C:32]([CH3:35])=[CH:31][CH:30]=1)C. No catalyst specified. (7) The reactants are [Cl:1][C:2]1[CH:7]=[CH:6][C:5]([S:8]([CH2:11][C:12]2[CH:17]=[C:16]([F:18])[CH:15]=[CH:14][C:13]=2[F:19])(=[O:10])=[O:9])=[CH:4][CH:3]=1.[N:20]1[CH:25]=[CH:24][CH:23]=[CH:22][C:21]=1[CH2:26]O.C(C=P(CCCC)(CCCC)CCCC)#N.CCCCCC. The catalyst is C1(C)C=CC=CC=1.C(OCC)(=O)C.CCCCCC. The product is [Cl:1][C:2]1[CH:7]=[CH:6][C:5]([S:8]([CH:11]([C:12]2[CH:17]=[C:16]([F:18])[CH:15]=[CH:14][C:13]=2[F:19])[CH2:26][C:21]2[CH:22]=[CH:23][CH:24]=[CH:25][N:20]=2)(=[O:10])=[O:9])=[CH:4][CH:3]=1. The yield is 0.490. (8) The yield is 0.869. The catalyst is C(Cl)Cl.C(=O)=O.CC(C)=O. The product is [F:1][C:2]1[CH:3]=[C:4]([CH2:9][C:10]([C:12]2[CH:17]=[C:16]([OH:18])[CH:15]=[CH:14][C:13]=2[OH:20])=[O:11])[CH:5]=[C:6]([F:8])[CH:7]=1. The reactants are [F:1][C:2]1[CH:3]=[C:4]([CH2:9][C:10]([C:12]2[CH:17]=[C:16]([O:18]C)[CH:15]=[CH:14][C:13]=2[O:20]C)=[O:11])[CH:5]=[C:6]([F:8])[CH:7]=1.B(Br)(Br)Br. (9) The reactants are [F:1][C:2]1[CH:3]=[C:4]([C@H:10]2[CH2:14][CH2:13][CH2:12][C@@H:11]2[OH:15])[CH:5]=[C:6]([F:9])[C:7]=1[F:8].CC(OI1(OC(C)=O)(OC(C)=O)OC(=O)C2C=CC=CC1=2)=O. The catalyst is C(Cl)Cl. The product is [F:1][C:2]1[CH:3]=[C:4]([CH:10]2[CH2:14][CH2:13][CH2:12][C:11]2=[O:15])[CH:5]=[C:6]([F:9])[C:7]=1[F:8]. The yield is 0.313.